This data is from Full USPTO retrosynthesis dataset with 1.9M reactions from patents (1976-2016). The task is: Predict the reactants needed to synthesize the given product. (1) The reactants are: Cl.[CH3:2][N:3]([CH3:10])[C:4]([NH:6][C:7](=[NH:9])[NH2:8])=[NH:5].[OH-].[Na+]. Given the product [CH3:2][N:3]([C:4]([NH:6][C:7]([NH2:9])=[NH:8])=[NH:5])[CH3:10], predict the reactants needed to synthesize it. (2) Given the product [CH3:11][NH:12][C:2]1[CH:3]=[CH:4][C:5]([N+:8]([O-:10])=[O:9])=[N:6][CH:7]=1, predict the reactants needed to synthesize it. The reactants are: Br[C:2]1[CH:3]=[CH:4][C:5]([N+:8]([O-:10])=[O:9])=[N:6][CH:7]=1.[CH3:11][NH2:12]. (3) The reactants are: Br[C:2]1[CH:10]=[CH:9][C:8]2[N:7]([CH2:11][O:12][CH2:13][CH2:14][Si:15]([CH3:18])([CH3:17])[CH3:16])[C:6]3[CH2:19][CH:20]4[NH:24][CH:23]([C:5]=3[C:4]=2[C:3]=1[C:25]([O:27][C:28]([CH3:31])([CH3:30])[CH3:29])=[O:26])[CH2:22][CH2:21]4.[C:32]1([S:38](C2C=CC=CC=2)(=[O:40])=[O:39])[CH:37]=[CH:36][CH:35]=[CH:34][CH:33]=1. Given the product [C:32]1([S:38]([C:2]2[CH:10]=[CH:9][C:8]3[N:7]([CH2:11][O:12][CH2:13][CH2:14][Si:15]([CH3:18])([CH3:17])[CH3:16])[C:6]4[CH2:19][CH:20]5[NH:24][CH:23]([C:5]=4[C:4]=3[C:3]=2[C:25]([O:27][C:28]([CH3:31])([CH3:30])[CH3:29])=[O:26])[CH2:22][CH2:21]5)(=[O:40])=[O:39])[CH:37]=[CH:36][CH:35]=[CH:34][CH:33]=1, predict the reactants needed to synthesize it. (4) Given the product [O:29]1[CH:33]=[CH:32][C:31]([NH:34][C:12]([CH:9]2[CH2:8][CH2:7][N:6]([C:4]3[C:3]4[CH:15]=[CH:16][CH:17]=[CH:18][C:2]=4[S:1][CH:5]=3)[CH2:11][CH2:10]2)=[O:14])=[N:30]1, predict the reactants needed to synthesize it. The reactants are: [S:1]1[CH:5]=[C:4]([N:6]2[CH2:11][CH2:10][CH:9]([C:12]([OH:14])=O)[CH2:8][CH2:7]2)[C:3]2[CH:15]=[CH:16][CH:17]=[CH:18][C:2]1=2.BrC1C2C=CC=CC=2SC=1.[O:29]1[CH:33]=[CH:32][C:31]([NH2:34])=[N:30]1. (5) Given the product [O:1]=[C:2]([NH:17][CH:18]1[CH2:22][CH2:21][CH2:29][N:20]([CH:23]2[CH2:24][CH2:25][O:26][CH2:27][CH2:28]2)[CH2:19]1)[CH2:3][NH:4][C:5](=[O:16])[C:6]1[CH:11]=[CH:10][CH:9]=[C:8]([C:12]([F:15])([F:14])[F:13])[CH:7]=1, predict the reactants needed to synthesize it. The reactants are: [O:1]=[C:2]([NH:17][CH:18]1[CH2:22][CH2:21][N:20]([CH:23]2[CH2:28][CH2:27][O:26][CH2:25][CH2:24]2)[CH2:19]1)[CH2:3][NH:4][C:5](=[O:16])[C:6]1[CH:11]=[CH:10][CH:9]=[C:8]([C:12]([F:15])([F:14])[F:13])[CH:7]=1.[CH2:29](N1CCCC(N)C1)C1C=CC=CC=1.C(N1CC[C@@H](N)C1)C1C=CC=CC=1. (6) Given the product [Br-:2].[Br-:1].[CH3:16][N+:7]([CH3:17])([CH2:8][CH2:9][CH2:10][C:11]([O:13][CH2:14][CH3:15])=[O:12])[CH2:6][CH2:5][CH2:4][CH2:3][N+:24]1[C:25]2[C:20](=[C:19]([Cl:18])[CH:28]=[CH:27][CH:26]=2)[C:21]([CH3:29])=[CH:22][CH:23]=1, predict the reactants needed to synthesize it. The reactants are: [Br-:1].[Br:2][CH2:3][CH2:4][CH2:5][CH2:6][N+:7]([CH3:17])([CH3:16])[CH2:8][CH2:9][CH2:10][C:11]([O:13][CH2:14][CH3:15])=[O:12].[Cl:18][C:19]1[CH:28]=[CH:27][CH:26]=[C:25]2[C:20]=1[C:21]([CH3:29])=[CH:22][CH:23]=[N:24]2. (7) Given the product [Cl:11][C:12]1[CH:13]=[N:14][C:15]([N:18]2[CH2:23][CH2:22][CH:21]([C@H:24]3[CH2:26][C@H:25]3[CH2:27][CH:28]=[O:29])[CH2:20][CH2:19]2)=[N:16][CH:17]=1, predict the reactants needed to synthesize it. The reactants are: C(Cl)(=O)C(Cl)=O.CS(C)=O.[Cl:11][C:12]1[CH:13]=[N:14][C:15]([N:18]2[CH2:23][CH2:22][CH:21]([C@H:24]3[CH2:26][C@H:25]3[CH2:27][CH2:28][OH:29])[CH2:20][CH2:19]2)=[N:16][CH:17]=1. (8) Given the product [Cl:1][C:2]1[C:34]([Cl:35])=[CH:33][C:5]2[N:6]([C:11]3[CH:16]=[CH:15][C:14]([CH2:17][CH2:18][N:19]([OH:40])[C:20]([NH:22][S:23]([C:26]4[CH:27]=[CH:28][C:29]([CH3:32])=[CH:30][CH:31]=4)(=[O:25])=[O:24])=[O:21])=[CH:13][CH:12]=3)[C:7]([CH2:9][CH3:10])=[N:8][C:4]=2[CH:3]=1, predict the reactants needed to synthesize it. The reactants are: [Cl:1][C:2]1[C:34]([Cl:35])=[CH:33][C:5]2[N:6]([C:11]3[CH:16]=[CH:15][C:14]([CH2:17][CH2:18][NH:19][C:20]([NH:22][S:23]([C:26]4[CH:31]=[CH:30][C:29]([CH3:32])=[CH:28][CH:27]=4)(=[O:25])=[O:24])=[O:21])=[CH:13][CH:12]=3)[C:7]([CH2:9][CH3:10])=[N:8][C:4]=2[CH:3]=1.C([O:40]C(NOC(OC(C)(C)C)=O)=O)(C)(C)C.C1(P(C2C=CC=CC=2)C2C=CC=CC=2)C=CC=CC=1.N(C(OCC)=O)=NC(OCC)=O. (9) Given the product [ClH:1].[F:24][C:3]([F:2])([F:25])[S:4]([NH:7][CH2:8][CH2:9][CH2:10][N:11]1[CH2:21][C:20]2[N:22]3[C:13](=[CH:14][N:15]=[C:16]3[CH:17]=[CH:18][CH:19]=2)[C:12]1=[O:23])(=[O:5])=[O:6], predict the reactants needed to synthesize it. The reactants are: [ClH:1].[F:2][C:3]([F:25])([F:24])[S:4]([NH:7][CH2:8][CH2:9][CH2:10][N:11]1[CH2:21][C:20]2[N:22]3[C:13](=[CH:14][N:15]=[C:16]3[CH:17]=[CH:18][CH:19]=2)[C:12]1=[O:23])(=[O:6])=[O:5]. (10) Given the product [ClH:1].[NH2:25][C@@H:21]1[CH2:22][CH2:23][CH2:24][N:19]([C:3]2[C:2]([Cl:1])=[CH:7][N:6]=[C:5]3[NH:8][CH:9]=[C:10]([NH:11][C:12]([N:14]4[CH2:18][CH2:17][CH2:16][CH2:15]4)=[O:13])[C:4]=23)[CH2:20]1, predict the reactants needed to synthesize it. The reactants are: [Cl:1][C:2]1[C:3]([N:19]2[CH2:24][CH2:23][CH2:22][C@@H:21]([NH:25]C(=O)OC(C)(C)C)[CH2:20]2)=[C:4]2[C:10]([NH:11][C:12]([N:14]3[CH2:18][CH2:17][CH2:16][CH2:15]3)=[O:13])=[CH:9][NH:8][C:5]2=[N:6][CH:7]=1.